This data is from Experimentally validated miRNA-target interactions with 360,000+ pairs, plus equal number of negative samples. The task is: Binary Classification. Given a miRNA mature sequence and a target amino acid sequence, predict their likelihood of interaction. (1) Result: 0 (no interaction). The protein sequence of the target gene is MSSKQATSPFACTADGEEAMTQDLTSREKEEGSDQHPASHLPLHPIMHNKPHSEELPTLVSTIQQDADWDSVLSSQQRMESENNKLCSLYSFRNTSTSPHKPDEGSREREIMNSVTFGTPERRKGSLADVVDTLKQKKLEEMTRTEQEDSSCMEKLLSKDWKEKMERLNTSELLGEIKGTPESLAEKERQLSTMITQLISLREQLLAAHDEQKKLAASQIEKQRQQMDLARQQQEQIARQQQQLLQQQHKINLLQQQIQVQGHMPPLMIPIFPHDQRTLAAAAAAQQGFLFPPGITYKPG.... The miRNA is hsa-miR-1914-5p with sequence CCCUGUGCCCGGCCCACUUCUG. (2) The miRNA is dme-miR-313-3p with sequence UAUUGCACUUUUCACAGCCCGA. The protein sequence of the target gene is MAGNSLVLPIVLWGRKAPTHCISAVLLTDDGATIVTGCHDGQICLWDLSVELQINPRALLFGHTASITCLSKACASSDKQYIVSASESGEMCLWDVSDGRCIEFTKLACTHTGIQFYQFSVGNQREGRLLCHGHYPEILVVDATSLEVLYSLVSKISPDWISSMSIIRSHRTQEDTVVALSVTGILKVWIVTSEISDMQDTEPIFEEESKPIYCQNCQSISFCAFTQRSLLVVCSKYWRVFDAGDYSLLCSGPSENGQTWTGGDFVSSDKVIIWTENGQSYIYKLPASCLPASDSFRSDV.... Result: 0 (no interaction). (3) The miRNA is hsa-miR-363-5p with sequence CGGGUGGAUCACGAUGCAAUUU. The protein sequence of the target gene is MAAAKDTHEDHDTSTENTDESNHDPQFEPIVSLPEQEIKTLEEDEEELFKMRAKLFRFASENDLPEWKERGTGDVKLLKHKEKGAIRLLMRRDKTLKICANHYITPMMELKPNAGSDRAWVWNTHADFADECPKPELLAIRFLNAENAQKFKTKFEECRKEIEEREKKAGSGKNDHAEKVAEKLEALSVKEETKEDAEEKQ. Result: 0 (no interaction). (4) The miRNA is hsa-miR-548f-5p with sequence UGCAAAAGUAAUCACAGUUUUU. The protein sequence of the target gene is MDGAHSAGLQLQPLPPTSGATSTSLSSSEGSFSYKENLIGALLAIFGHLVVSIALNLQKYCHIRLAGSKDPRAYFKTKTWWLGLLLLLLGELGVFASYAFAPLSLIVPLSAVSVIASAIIGIIFIKEKWKPKDFVRRYVLSFVGCGLAIVGTYLLVTFAPNSHEKMTGENIARHLVSWPFLLYMLVAIVLFCLLLYFYKERNANSIVVILLLVALLGSMTVVTVKAVSGMLVLSIQGNLQLDYPIFYVMFVCMVATAIYQATFLSEASQIYDSSLIASVGYILSTTAAITAGAIFYLDFL.... Result: 0 (no interaction). (5) The miRNA is hsa-miR-500a-3p with sequence AUGCACCUGGGCAAGGAUUCUG. The protein sequence of the target gene is MTDDESESVLSDSHEGSELELPVIQLCGLVEELSYVNSALKTETEMFEKYYAKLEPRDQRPPRLSEIKISAADYAQFRGRRRSKSRTGMDRGVGLTADQKLELVQKEVADMKDDLRHTRANAERDLQHHEAIIEEAEIRWSEVSREVHEFEKDILKAISKKKGSILATQKVMKYIEDMNRRRDNMKEKLRLKNVSLKVQRKKMLLQLRQKEEVSEALHDVDFQQLKIENAQFLETIEARNQELTQLKLSSGNTLQVLNAYKSKLHKAMEIYLNLDKEILLRKELLEKIEKETLQVEEDRA.... Result: 1 (interaction).